Dataset: Buchwald-Hartwig C-N cross coupling reaction yields with 55,370 reactions. Task: Predict the reaction yield, written as a fraction of the theoretical maximum amount of product (1.0 means a 100% yield; for example, 0.34 means a 34% yield). (1) The reactants are COc1ccc(Br)cc1.Cc1ccc(N)cc1.O=S(=O)(O[Pd]1c2ccccc2-c2ccccc2N~1)C(F)(F)F.CC(C)c1cc(C(C)C)c(-c2ccccc2P(C2CCCCC2)C2CCCCC2)c(C(C)C)c1.CN(C)C(=NC(C)(C)C)N(C)C.c1ccc(-c2ccon2)cc1. No catalyst specified. The product is COc1ccc(Nc2ccc(C)cc2)cc1. The yield is 0.173. (2) The yield is 0. The reactants are CCc1ccc(Cl)cc1.Cc1ccc(N)cc1.O=S(=O)(O[Pd]1c2ccccc2-c2ccccc2N~1)C(F)(F)F.COc1ccc(OC)c(P([C@]23C[C@H]4C[C@H](C[C@H](C4)C2)C3)[C@]23C[C@H]4C[C@H](C[C@H](C4)C2)C3)c1-c1c(C(C)C)cc(C(C)C)cc1C(C)C.CN(C)C(=NC(C)(C)C)N(C)C.CCOC(=O)c1cnoc1. No catalyst specified. The product is CCc1ccc(Nc2ccc(C)cc2)cc1.